Dataset: Reaction yield outcomes from USPTO patents with 853,638 reactions. Task: Predict the reaction yield, written as a fraction of the theoretical maximum amount of product (1.0 means a 100% yield; for example, 0.34 means a 34% yield). The reactants are Br[C:2]1[CH:3]=[C:4]([O:8][CH:9]([CH3:11])[CH3:10])[CH:5]=[N:6][CH:7]=1.[CH3:12][C@H:13]([OH:17])[CH2:14][CH:15]=[CH2:16].C(N(CC)CC)C. The catalyst is C([O-])(=O)C.[Pd+2].C([O-])(=O)C.C1(C)C=CC=CC=1P(C1C=CC=CC=1C)C1C=CC=CC=1C.C(#N)C. The product is [CH:9]([O:8][C:4]1[CH:3]=[C:2](/[CH:16]=[CH:15]/[CH2:14][C@@H:13]([OH:17])[CH3:12])[CH:7]=[N:6][CH:5]=1)([CH3:11])[CH3:10]. The yield is 0.607.